Dataset: Blood-brain barrier permeability classification from the B3DB database. Task: Regression/Classification. Given a drug SMILES string, predict its absorption, distribution, metabolism, or excretion properties. Task type varies by dataset: regression for continuous measurements (e.g., permeability, clearance, half-life) or binary classification for categorical outcomes (e.g., BBB penetration, CYP inhibition). Dataset: b3db_classification. (1) The compound is CCN(CC)C(=O)C1(c2ccccc2)CC1CN. The result is 1 (penetrates BBB). (2) The compound is OC[C@H]1O[C@H](O[C@]2(CO)O[C@H](CO)[C@@H](O)[C@@H]2O)[C@H](O)[C@@H](O)[C@@H]1O. The result is 0 (does not penetrate BBB). (3) The molecule is CCCCNc1ccc(C(=O)OCCOCCOCCOCCOCCOCCOCCOCCOCCOC)cc1. The result is 0 (does not penetrate BBB). (4) The drug is COC12C=CC3(CC1C(C)(C)O)[C@@H]1Cc4ccc(O)c5c4[C@]3(CCN1CC1CC1)[C@@H]2O5. The result is 1 (penetrates BBB). (5) The drug is N#CC1CCCN1C(=O)CNC12CC3CC(CC(O)(C3)C1)C2. The result is 0 (does not penetrate BBB). (6) The result is 0 (does not penetrate BBB). The drug is COc1ccc(NC(=O)C[C@@H]2OC(=O)c3c2ccc(OC)c3OC)cc1N1CCCS1(=O)=O. (7) The drug is CCn1cc(C(=O)O)c(=O)c2cc(F)c(N3CCNCC3)cc21. The result is 0 (does not penetrate BBB). (8) The drug is CC(COc1ccccc1)N(CCCl)Cc1ccccc1. The result is 0 (does not penetrate BBB). (9) The drug is NC(=O)OC[C@H]1[C@@H](NC(=O)/C(=N/OCC(=O)O)c2csc(N)n2)C(=O)N1S(=O)(=O)O. The result is 0 (does not penetrate BBB). (10) The molecule is CCCC(NC(C)C(=O)N1C(C(=O)O)CC2CCCCC21)C(=O)OCC. The result is 0 (does not penetrate BBB).